This data is from Forward reaction prediction with 1.9M reactions from USPTO patents (1976-2016). The task is: Predict the product of the given reaction. (1) Given the reactants [C:1]([O:5][C:6]([N:8]1[CH2:13][CH2:12][CH:11]([CH2:14][N:15]2[CH2:20][CH2:19][NH:18][CH2:17][C:16]2=[O:21])[CH2:10][CH2:9]1)=[O:7])([CH3:4])([CH3:3])[CH3:2].C(=O)([O-])[O-].[Na+].[Na+].C(OCC)(=O)C.[Br:34][C:35]1[CH:36]=[C:37]([S:41](Cl)(=[O:43])=[O:42])[CH:38]=[CH:39][CH:40]=1, predict the reaction product. The product is: [Br:34][C:35]1[CH:36]=[C:37]([S:41]([N:18]2[CH2:19][CH2:20][N:15]([CH2:14][CH:11]3[CH2:12][CH2:13][N:8]([C:6]([O:5][C:1]([CH3:4])([CH3:2])[CH3:3])=[O:7])[CH2:9][CH2:10]3)[C:16](=[O:21])[CH2:17]2)(=[O:43])=[O:42])[CH:38]=[CH:39][CH:40]=1. (2) The product is: [CH2:29]([O:28][C:4]([NH:6][C:7]1[CH:8]=[CH:9][C:10]([C@H:13]2[CH2:14][CH2:15][C@H:16]([CH2:19][C:20]([O:22][CH3:23])=[O:21])[CH2:17][CH2:18]2)=[CH:11][CH:12]=1)=[O:5])[C:30]1[CH:35]=[CH:34][CH:33]=[CH:32][CH:31]=1. Given the reactants N(C(=O)[C:4]([NH:6][C:7]1[CH:12]=[CH:11][C:10]([C@H:13]2[CH2:18][CH2:17][C@H:16]([CH2:19][C:20]([O:22][CH3:23])=[O:21])[CH2:15][CH2:14]2)=[CH:9][CH:8]=1)=[O:5])N.ClC([O:28][CH2:29][C:30]1[CH:35]=[CH:34][CH:33]=[CH:32][CH:31]=1)=O, predict the reaction product. (3) Given the reactants C(Cl)(=O)C(Cl)=O.CS(C)=O.[F:11][C:12]1[CH:13]=[C:14](/[CH:19]=[CH:20]/[C:21]([N:23]2[CH2:28][CH2:27][CH:26]([CH2:29][OH:30])[CH2:25][CH2:24]2)=[O:22])[CH:15]=[C:16]([F:18])[CH:17]=1.CCN(CC)CC, predict the reaction product. The product is: [F:18][C:16]1[CH:15]=[C:14](/[CH:19]=[CH:20]/[C:21]([N:23]2[CH2:24][CH2:25][CH:26]([CH:29]=[O:30])[CH2:27][CH2:28]2)=[O:22])[CH:13]=[C:12]([F:11])[CH:17]=1. (4) Given the reactants [CH3:1][O:2][CH2:3][CH2:4][NH:5][CH3:6].[F:7][C:8]([F:36])([F:35])[C:9]1[N:13]2[N:14]=[C:15]([N:18]3[CH2:23][CH2:22][CH:21]([C:24]4[CH:34]=[CH:33][C:27]([O:28][CH2:29][C:30]([OH:32])=O)=[CH:26][CH:25]=4)[CH2:20][CH2:19]3)[CH:16]=[CH:17][C:12]2=[N:11][N:10]=1.CN(C(ON1N=NC2C=CC=NC1=2)=[N+](C)C)C.F[P-](F)(F)(F)(F)F.CCN(C(C)C)C(C)C, predict the reaction product. The product is: [CH3:1][O:2][CH2:3][CH2:4][N:5]([CH3:6])[C:30](=[O:32])[CH2:29][O:28][C:27]1[CH:26]=[CH:25][C:24]([CH:21]2[CH2:22][CH2:23][N:18]([C:15]3[CH:16]=[CH:17][C:12]4[N:13]([C:9]([C:8]([F:7])([F:36])[F:35])=[N:10][N:11]=4)[N:14]=3)[CH2:19][CH2:20]2)=[CH:34][CH:33]=1. (5) Given the reactants [S:1]1[C:5]2[CH:6]=[CH:7][CH:8]=[CH:9][C:4]=2[C:3]([CH2:10][CH2:11][O:12][CH2:13][CH2:14][N:15]2[CH2:19][CH2:18][C@@H:17]([OH:20])[CH2:16]2)=[CH:2]1.C(OCC)(=O)C.[ClH:27], predict the reaction product. The product is: [ClH:27].[S:1]1[C:5]2[CH:6]=[CH:7][CH:8]=[CH:9][C:4]=2[C:3]([CH2:10][CH2:11][O:12][CH2:13][CH2:14][N:15]2[CH2:19][CH2:18][C@@H:17]([OH:20])[CH2:16]2)=[CH:2]1. (6) Given the reactants [CH:1]1([C:14]([OH:16])=[O:15])[CH:4]([C:5]([OH:7])=O)[CH:3]([C:8]([OH:10])=O)[CH:2]1[C:11]([OH:13])=[O:12], predict the reaction product. The product is: [CH:1]12[C:14](=[O:15])[O:16][C:5](=[O:7])[CH:4]1[CH:3]1[C:8](=[O:10])[O:12][C:11](=[O:13])[CH:2]12. (7) Given the reactants [C:1]([O:5][C:6]([N:8]1[CH2:12][C@@H:11]([CH:13]=O)[C@H:10]([CH2:15][C:16]2[CH:21]=[CH:20][CH:19]=[CH:18][CH:17]=2)[CH2:9]1)=[O:7])([CH3:4])([CH3:3])[CH3:2].[CH:22]([NH2:25])([CH3:24])[CH3:23], predict the reaction product. The product is: [C:1]([O:5][C:6]([N:8]1[CH2:12][C@@H:11]([CH2:13][NH:25][CH:22]([CH3:24])[CH3:23])[C@H:10]([CH2:15][C:16]2[CH:21]=[CH:20][CH:19]=[CH:18][CH:17]=2)[CH2:9]1)=[O:7])([CH3:4])([CH3:3])[CH3:2]. (8) Given the reactants [CH2:1]([O:3][CH:4]([O:11][CH2:12][CH3:13])[C:5](=[O:10])[CH:6]=[C:7]([CH3:9])[CH3:8])C.C(O)CCO.C1(C)C=CC(S(O)(=O)=O)=CC=1.C([O-])(O)=O.[Na+], predict the reaction product. The product is: [O:3]1[CH2:1][CH2:13][CH2:12][O:11][CH:4]1[C:5](=[O:10])[CH:6]=[C:7]([CH3:8])[CH3:9]. (9) Given the reactants O[C:2]1[C:11]2[C:6](=[CH:7][CH:8]=[C:9]([O:12][CH3:13])[CH:10]=2)[N:5]=[CH:4][CH:3]=1.P(Br)(Br)[Br:15], predict the reaction product. The product is: [Br:15][C:2]1[C:11]2[C:6](=[CH:7][CH:8]=[C:9]([O:12][CH3:13])[CH:10]=2)[N:5]=[CH:4][CH:3]=1.